This data is from Full USPTO retrosynthesis dataset with 1.9M reactions from patents (1976-2016). The task is: Predict the reactants needed to synthesize the given product. (1) Given the product [Cl:1][C:2]1[C:3]([NH:15][C:16]2[S:17][C:18]3[CH:24]=[CH:23][C:22]([F:25])=[CH:21][C:19]=3[N:20]=2)=[CH:4][C:5]([F:14])=[C:6]([CH2:8][C:9]([OH:11])=[O:10])[CH:7]=1, predict the reactants needed to synthesize it. The reactants are: [Cl:1][C:2]1[C:3]([NH:15][C:16]2[S:17][C:18]3[CH:24]=[CH:23][C:22]([F:25])=[CH:21][C:19]=3[N:20]=2)=[CH:4][C:5]([F:14])=[C:6]([CH2:8][C:9]([O:11]CC)=[O:10])[CH:7]=1.[OH-].[Na+]. (2) Given the product [CH3:1][N:2]([CH2:3][C:4]1[N:5]([CH3:13])[C:6]2[C:11]([CH:12]=1)=[CH:10][CH:9]=[CH:8][CH:7]=2)[C:14](=[O:17])[CH:15]=[CH2:16], predict the reactants needed to synthesize it. The reactants are: [CH3:1][NH:2][CH2:3][C:4]1[N:5]([CH3:13])[C:6]2[C:11]([CH:12]=1)=[CH:10][CH:9]=[CH:8][CH:7]=2.[C:14](Cl)(=[O:17])[CH:15]=[CH2:16].CCN(CC)CC. (3) Given the product [F:15][C:16]([F:25])([F:26])[C:17]1[CH:24]=[CH:23][C:20]([CH2:21][N:1]2[C:6]3[N:7]=[CH:8][CH:9]=[CH:10][C:5]=3[C:4](=[O:11])[O:3][C:2]2=[O:12])=[CH:19][CH:18]=1, predict the reactants needed to synthesize it. The reactants are: [NH:1]1[C:6]2[N:7]=[CH:8][CH:9]=[CH:10][C:5]=2[C:4](=[O:11])[O:3][C:2]1=[O:12].[H-].[Na+].[F:15][C:16]([F:26])([F:25])[C:17]1[CH:24]=[CH:23][C:20]([CH2:21]Br)=[CH:19][CH:18]=1. (4) Given the product [Cl:34][C:35]1[CH:43]=[CH:42][CH:41]=[CH:40][C:36]=1[C:37]([NH:1][C:2]1[CH:7]=[CH:6][CH:5]=[C:4]([C:8]2[C:16]([C:17]3[CH:22]=[CH:21][N:20]=[C:19]([NH:23][C:24]4[CH:33]=[CH:32][C:27]5[O:28][CH2:29][CH2:30][O:31][C:26]=5[CH:25]=4)[N:18]=3)=[C:11]3[CH:12]=[CH:13][CH:14]=[CH:15][N:10]3[N:9]=2)[CH:3]=1)=[O:38], predict the reactants needed to synthesize it. The reactants are: [NH2:1][C:2]1[CH:3]=[C:4]([C:8]2[C:16]([C:17]3[CH:22]=[CH:21][N:20]=[C:19]([NH:23][C:24]4[CH:33]=[CH:32][C:27]5[O:28][CH2:29][CH2:30][O:31][C:26]=5[CH:25]=4)[N:18]=3)=[C:11]3[CH:12]=[CH:13][CH:14]=[CH:15][N:10]3[N:9]=2)[CH:5]=[CH:6][CH:7]=1.[Cl:34][C:35]1[CH:43]=[CH:42][CH:41]=[CH:40][C:36]=1[C:37](Cl)=[O:38]. (5) Given the product [NH:36]1[C:37]2[C:33](=[C:32]([C:21]3[N:22]=[C:23]([N:26]4[CH2:31][CH2:30][O:29][CH2:28][CH2:27]4)[C:24]4[S:25][C:17]([C:13]5[CH:12]=[C:11]([NH:10][C:9](=[O:41])[CH2:8][NH2:7])[CH:16]=[CH:15][CH:14]=5)=[CH:18][C:19]=4[N:20]=3)[CH:40]=[CH:39][CH:38]=2)[CH:34]=[N:35]1, predict the reactants needed to synthesize it. The reactants are: C(OC(=O)[NH:7][CH2:8][C:9](=[O:41])[NH:10][C:11]1[CH:16]=[CH:15][CH:14]=[C:13]([C:17]2[S:25][C:24]3[C:23]([N:26]4[CH2:31][CH2:30][O:29][CH2:28][CH2:27]4)=[N:22][C:21]([C:32]4[CH:40]=[CH:39][CH:38]=[C:37]5[C:33]=4[CH:34]=[N:35][NH:36]5)=[N:20][C:19]=3[CH:18]=2)[CH:12]=1)(C)(C)C.FC(F)(F)C(O)=O.ClCCl. (6) Given the product [CH3:1][C:2]1[CH:9]=[C:8]([CH3:10])[CH:7]=[C:6]([CH3:11])[C:3]=1[CH2:4][O:5][C:12](=[O:18])[CH2:13][CH2:14][C:15]([OH:17])=[O:16], predict the reactants needed to synthesize it. The reactants are: [CH3:1][C:2]1[CH:9]=[C:8]([CH3:10])[CH:7]=[C:6]([CH3:11])[C:3]=1[CH2:4][OH:5].[C:12]1(=[O:18])[O:17][C:15](=[O:16])[CH2:14][CH2:13]1.C(=O)([O-])[O-].[Cs+].[Cs+]. (7) The reactants are: [CH2:1]([N:8]1[CH2:13][CH2:12][C:11]([C:15]2[CH:20]=[CH:19][CH:18]=[CH:17][C:16]=2[O:21][CH3:22])(O)[CH2:10][CH2:9]1)[C:2]1[CH:7]=[CH:6][CH:5]=[CH:4][CH:3]=1.Cl.[OH-].[Na+]. Given the product [CH2:1]([N:8]1[CH2:9][CH:10]=[C:11]([C:15]2[CH:20]=[CH:19][CH:18]=[CH:17][C:16]=2[O:21][CH3:22])[CH2:12][CH2:13]1)[C:2]1[CH:3]=[CH:4][CH:5]=[CH:6][CH:7]=1, predict the reactants needed to synthesize it. (8) The reactants are: [Br:1][C:2]1[C:3](F)=[C:4]2[C:10]([NH:11][C:12](=[O:17])[C@@H:13]([O:15][CH3:16])[CH3:14])=[CH:9][NH:8][C:5]2=[N:6][CH:7]=1.[NH:19]1[CH2:24][CH2:23][CH2:22][C@@H:21]([NH:25][C:26](=[O:32])[O:27][C:28]([CH3:31])([CH3:30])[CH3:29])[CH2:20]1. Given the product [Br:1][C:2]1[C:3]([N:19]2[CH2:24][CH2:23][CH2:22][C@@H:21]([NH:25][C:26](=[O:32])[O:27][C:28]([CH3:30])([CH3:29])[CH3:31])[CH2:20]2)=[C:4]2[C:10]([NH:11][C:12](=[O:17])[C@@H:13]([O:15][CH3:16])[CH3:14])=[CH:9][NH:8][C:5]2=[N:6][CH:7]=1, predict the reactants needed to synthesize it. (9) Given the product [Cl:8][C:9]1[CH:14]=[CH:13][CH:12]=[C:11]([Cl:15])[N+:10]=1[O-:4], predict the reactants needed to synthesize it. The reactants are: FC(F)(F)C(O)=[O:4].[Cl:8][C:9]1[CH:14]=[CH:13][CH:12]=[C:11]([Cl:15])[N:10]=1.OO. (10) Given the product [Br:1][C:2]1[CH:7]=[CH:6][C:5]([S:11][CH2:9][CH3:10])=[CH:4][N:3]=1, predict the reactants needed to synthesize it. The reactants are: [Br:1][C:2]1[CH:7]=[CH:6][C:5](F)=[CH:4][N:3]=1.[CH2:9]([S-:11])[CH3:10].[Na+].